The task is: Predict which catalyst facilitates the given reaction.. This data is from Catalyst prediction with 721,799 reactions and 888 catalyst types from USPTO. (1) Reactant: C([O:8][P:9]([O:19][C:20]1[C:21]([OH:43])=[C:22]([C:38]([O:40][CH2:41][CH3:42])=[O:39])[N:23]([C:30]2[CH:35]=[CH:34][C:33]([O:36][CH3:37])=[CH:32][CH:31]=2)[C:24]=1[C:25](=[O:29])[N:26]([CH3:28])[CH3:27])([O:11]CC1C=CC=CC=1)=[O:10])C1C=CC=CC=1. Product: [CH3:28][N:26]([CH3:27])[C:25]([C:24]1[N:23]([C:30]2[CH:35]=[CH:34][C:33]([O:36][CH3:37])=[CH:32][CH:31]=2)[C:22]([C:38]([O:40][CH2:41][CH3:42])=[O:39])=[C:21]([OH:43])[C:20]=1[O:19][P:9]([OH:10])([OH:11])=[O:8])=[O:29]. The catalyst class is: 19. (2) Reactant: [C:1]([O:5][C:6](=[O:20])[NH:7][CH:8]1[C:17]2[C:12](=[CH:13][C:14]([C:18]#[N:19])=[CH:15][CH:16]=2)[O:11][CH2:10][CH2:9]1)([CH3:4])([CH3:3])[CH3:2].[H-].[Na+].I[CH3:24]. Product: [C:1]([O:5][C:6](=[O:20])[N:7]([CH:8]1[C:17]2[C:12](=[CH:13][C:14]([C:18]#[N:19])=[CH:15][CH:16]=2)[O:11][CH2:10][CH2:9]1)[CH3:24])([CH3:4])([CH3:2])[CH3:3]. The catalyst class is: 3. (3) Reactant: [CH3:1][O:2][C:3](=[O:11])[C:4]1[CH:9]=[CH:8][C:7]([OH:10])=[CH:6][CH:5]=1.[Cl:12][CH2:13][CH2:14][CH2:15][CH2:16][CH2:17]O.C1(P(C2C=CC=CC=2)C2C=CC=CC=2)C=CC=CC=1.CCOC(/[N:43]=N/C(OCC)=O)=O. Product: [NH3:43].[CH3:1][O:2][C:3](=[O:11])[C:4]1[CH:9]=[CH:8][C:7]([O:10][CH2:17][CH2:16][CH2:15][CH2:14][CH2:13][Cl:12])=[CH:6][CH:5]=1. The catalyst class is: 1. (4) Reactant: [Si]([O:18][C:19]1[CH:58]=[CH:57][C:22]([O:23][CH2:24][C@@H:25]([OH:56])[CH2:26][NH:27][CH2:28][CH2:29][C:30]2[CH:55]=[CH:54][C:33]([NH:34][CH:35]3[CH2:40][CH2:39][N:38]([C:41]([C:43]4[NH:44][C:45]5[C:50]([CH:51]=4)=[CH:49][C:48]([O:52][CH3:53])=[CH:47][CH:46]=5)=[O:42])[CH2:37][CH2:36]3)=[CH:32][CH:31]=2)=[CH:21][CH:20]=1)(C(C)(C)C)(C1C=CC=CC=1)C1C=CC=CC=1. Product: [OH:56][CH:25]([CH2:24][O:23][C:22]1[CH:21]=[CH:20][C:19]([OH:18])=[CH:58][CH:57]=1)[CH2:26][NH:27][CH2:28][CH2:29][C:30]1[CH:55]=[CH:54][C:33]([NH:34][CH:35]2[CH2:36][CH2:37][N:38]([C:41]([C:43]3[NH:44][C:45]4[C:50]([CH:51]=3)=[CH:49][C:48]([O:52][CH3:53])=[CH:47][CH:46]=4)=[O:42])[CH2:39][CH2:40]2)=[CH:32][CH:31]=1. The catalyst class is: 147. (5) Reactant: [CH2:1]([OH:7])[CH2:2][O:3][CH2:4][CH2:5][OH:6].Cl[C:9](OCC)=[O:10].C(N(CC)CC)C. Product: [O:6]1[CH2:5][CH2:4][O:3][CH2:2][CH2:1][O:7][C:9]1=[O:10]. The catalyst class is: 7. (6) Reactant: [BH4-].[Na+].[F:3][C:4]1[CH:12]=[C:11]2[C:7]([CH2:8][CH2:9][C:10]2=[O:13])=[C:6]([C:14]([F:17])([F:16])[F:15])[CH:5]=1.C(OCC)(=O)C.Cl. Product: [F:3][C:4]1[CH:12]=[C:11]2[C:7]([CH2:8][CH2:9][CH:10]2[OH:13])=[C:6]([C:14]([F:15])([F:16])[F:17])[CH:5]=1. The catalyst class is: 8. (7) Reactant: [CH:1]1([N:7]2[C:12](=[O:13])[CH2:11][C:10](=[O:14])[N:9]([CH2:15][CH2:16][CH:17]3[CH2:19][CH2:18]3)[C:8]2=[O:20])[CH2:6][CH2:5][CH2:4][CH2:3][CH2:2]1.C(N(C(C)C)CC)(C)C.[N:30]([CH2:33][C:34]([O:36]CC)=[O:35])=[C:31]=[O:32]. Product: [CH:1]1([N:7]2[C:12]([OH:13])=[C:11]([C:31]([NH:30][CH2:33][C:34]([OH:36])=[O:35])=[O:32])[C:10](=[O:14])[N:9]([CH2:15][CH2:16][CH:17]3[CH2:18][CH2:19]3)[C:8]2=[O:20])[CH2:2][CH2:3][CH2:4][CH2:5][CH2:6]1. The catalyst class is: 22.